Dataset: Full USPTO retrosynthesis dataset with 1.9M reactions from patents (1976-2016). Task: Predict the reactants needed to synthesize the given product. Given the product [F:18][C:15]1[CH:16]=[CH:17][C:12]([CH:11]([C:19]2[CH:20]=[CH:21][C:22]([F:25])=[CH:23][CH:24]=2)[CH2:10][CH2:9][NH:8][CH2:26][CH2:27][C:28]2[N:29]=[CH:30][CH:31]=[CH:32][N:33]=2)=[CH:13][CH:14]=1, predict the reactants needed to synthesize it. The reactants are: C([N:8]([CH2:26][CH2:27][C:28]1[N:33]=[CH:32][CH:31]=[CH:30][N:29]=1)[CH2:9][CH2:10][CH:11]([C:19]1[CH:24]=[CH:23][C:22]([F:25])=[CH:21][CH:20]=1)[C:12]1[CH:17]=[CH:16][C:15]([F:18])=[CH:14][CH:13]=1)C1C=CC=CC=1.C([O-])=O.[NH4+].CO.